From a dataset of Reaction yield outcomes from USPTO patents with 853,638 reactions. Predict the reaction yield, written as a fraction of the theoretical maximum amount of product (1.0 means a 100% yield; for example, 0.34 means a 34% yield). (1) The reactants are [Cl:1][C:2]1[C:3]([CH3:31])=[N:4][O:5][C:6]=1[NH:7][S:8]([C:11]1[CH:15]=[CH:14][S:13][C:12]=1[C:16](NC1C=C2OCOC2=CC=1C(=O)C)=[O:17])(=[O:10])=[O:9].[CH3:32][O:33][C:34](=[O:46])[C:35]1[CH:40]=[C:39]([O:41][CH3:42])[C:38]([O:43][CH3:44])=[CH:37][C:36]=1[NH2:45]. No catalyst specified. The product is [Cl:1][C:2]1[C:3]([CH3:31])=[N:4][O:5][C:6]=1[NH:7][S:8]([C:11]1[CH:15]=[CH:14][S:13][C:12]=1[C:16]([NH:45][C:36]1[CH:37]=[C:38]([O:43][CH3:44])[C:39]([O:41][CH3:42])=[CH:40][C:35]=1[C:34]([O:33][CH3:32])=[O:46])=[O:17])(=[O:9])=[O:10].[S:13]1[CH:14]=[CH:15][C:11]([S:8]([NH2:7])(=[O:10])=[O:9])=[CH:12]1. The yield is 0.130. (2) The yield is 0.620. The catalyst is O.C1COCC1.O.[Os](=O)(=O)(=O)=O. The reactants are [CH3:1][C:2]1[C:3]([CH2:13][CH:14]=C)=[C:4]2[C:9](=[CH:10][CH:11]=1)[NH:8][C:7](=[O:12])[CH2:6][CH2:5]2.I([O-])(=O)(=O)=[O:17].[Na+]. The product is [CH3:1][C:2]1[C:3]([CH2:13][CH:14]=[O:17])=[C:4]2[C:9](=[CH:10][CH:11]=1)[NH:8][C:7](=[O:12])[CH2:6][CH2:5]2. (3) The reactants are COC1C=C[C:6]([CH2:7][NH:8][C:9]2[N:14]=CN=[C:11]([O:15][C:16]3[CH:21]=[CH:20][C:19]([NH:22][C:23]([NH:25][C:26](=[O:35])[CH2:27][C:28]4[CH:33]=[CH:32][C:31]([F:34])=[CH:30][CH:29]=4)=[O:24])=[CH:18][C:17]=3[F:36])[CH:10]=2)=CC=1.NC1C=CC(OC2C=CN=C(N)C=2)=C(F)C=1. The catalyst is C(Cl)Cl. The product is [NH2:14][C:9]1[CH:10]=[C:11]([O:15][C:16]2[CH:21]=[CH:20][C:19]([NH:22][C:23]([NH:25][C:26](=[O:35])[CH2:27][C:28]3[CH:29]=[CH:30][C:31]([F:34])=[CH:32][CH:33]=3)=[O:24])=[CH:18][C:17]=2[F:36])[CH:6]=[CH:7][N:8]=1. The yield is 0.640. (4) The reactants are [H-].[Na+].[C:3]([O:7][C:8]([N:10]1[CH2:14][C@@H:13]([OH:15])[CH2:12][C@H:11]1[C:16]([OH:18])=[O:17])=[O:9])([CH3:6])([CH3:5])[CH3:4].Br[CH2:20][C:21]1[CH:30]=[CH:29][C:24]([C:25]([O:27][CH3:28])=[O:26])=[CH:23][CH:22]=1.Cl. The catalyst is CN(C=O)C.C(OCC)(=O)C. The product is [C:3]([O:7][C:8]([N:10]1[CH2:14][C@@H:13]([O:15][CH2:20][C:21]2[CH:22]=[CH:23][C:24]([C:25]([O:27][CH3:28])=[O:26])=[CH:29][CH:30]=2)[CH2:12][C@H:11]1[C:16]([OH:18])=[O:17])=[O:9])([CH3:6])([CH3:4])[CH3:5]. The yield is 0.370.